This data is from Catalyst prediction with 721,799 reactions and 888 catalyst types from USPTO. The task is: Predict which catalyst facilitates the given reaction. (1) Reactant: [CH:1]1([O:6][CH2:7][CH2:8][O:9][C:10]2[CH:20]=[CH:19][C:13]([O:14][CH2:15][CH:16]3[CH2:18][O:17]3)=[CH:12][CH:11]=2)[CH2:5][CH2:4][CH2:3][CH2:2]1.Cl.[NH2:22][CH2:23][CH2:24][NH:25][C:26]([NH:28][C:29]1[CH:34]=[CH:33][CH:32]=[CH:31][C:30]=1[OH:35])=[O:27]. Product: [CH:1]1([O:6][CH2:7][CH2:8][O:9][C:10]2[CH:20]=[CH:19][C:13]([O:14][CH2:15][CH:16]([OH:17])[CH2:18][NH:22][CH2:23][CH2:24][NH:25][C:26]([NH:28][C:29]3[CH:34]=[CH:33][CH:32]=[CH:31][C:30]=3[OH:35])=[O:27])=[CH:12][CH:11]=2)[CH2:5][CH2:4][CH2:3][CH2:2]1. The catalyst class is: 32. (2) Reactant: [CH2:1]([O:8][N:9]1[C:15](=[O:16])[N:14]2[CH2:17][C@H:10]1[CH2:11][CH2:12][C@H:13]2[C:18]([OH:20])=O)[C:2]1[CH:7]=[CH:6][CH:5]=[CH:4][CH:3]=1.ON1C2C=CC=C[C:25]=2[N:24]=[N:23]1.Cl.[CH2:32](N=C=NCCCN(C)C)C. Product: [CH2:1]([O:8][N:9]1[C:15](=[O:16])[N:14]2[CH2:17][C@H:10]1[CH2:11][CH2:12][C@H:13]2[C:18]([NH:23][N:24]([CH3:25])[CH3:32])=[O:20])[C:2]1[CH:3]=[CH:4][CH:5]=[CH:6][CH:7]=1. The catalyst class is: 2. (3) Reactant: [F:1][C:2]1[C:33]([F:34])=[CH:32][CH:31]=[CH:30][C:3]=1[CH2:4][S:5][C:6]1[N:11]=[C:10]([NH:12][S:13]([N:16]2[CH2:19][CH:18]([NH:20]C(=O)OC(C)(C)C)[CH2:17]2)(=[O:15])=[O:14])[CH:9]=[C:8]([O:28][CH3:29])[N:7]=1.C(O)(C(F)(F)F)=O. Product: [NH2:20][CH:18]1[CH2:19][N:16]([S:13]([NH:12][C:10]2[CH:9]=[C:8]([O:28][CH3:29])[N:7]=[C:6]([S:5][CH2:4][C:3]3[CH:30]=[CH:31][CH:32]=[C:33]([F:34])[C:2]=3[F:1])[N:11]=2)(=[O:14])=[O:15])[CH2:17]1. The catalyst class is: 5. (4) Reactant: Cl[C:2]1[C:11]([CH3:12])=[C:10]([Cl:13])[C:9]2[C:4](=[CH:5][C:6]([F:15])=[CH:7][C:8]=2[F:14])[N:3]=1.[CH3:16][C:17]1[CH:22]=[CH:21][N:20]=[C:19]([Sn](CCCC)(CCCC)CCCC)[CH:18]=1. Product: [Cl:13][C:10]1[C:9]2[C:4](=[CH:5][C:6]([F:15])=[CH:7][C:8]=2[F:14])[N:3]=[C:2]([C:19]2[CH:18]=[C:17]([CH3:16])[CH:22]=[CH:21][N:20]=2)[C:11]=1[CH3:12]. The catalyst class is: 206. (5) Reactant: [O:1]=[S:2]1(=[O:28])[NH:6][CH2:5][CH2:4][N:3]1[C:7]1[CH:12]=[CH:11][C:10]([C:13]2[N:14]([CH2:26][CH3:27])[C:15]3[C:20]([C:21]=2[C:22]#[N:23])=[CH:19][CH:18]=[C:17]([O:24][CH3:25])[CH:16]=3)=[CH:9][CH:8]=1.[C:29](=O)([O-])[O-].[K+].[K+].IC. Product: [CH2:26]([N:14]1[C:15]2[C:20](=[CH:19][CH:18]=[C:17]([O:24][CH3:25])[CH:16]=2)[C:21]([C:22]#[N:23])=[C:13]1[C:10]1[CH:9]=[CH:8][C:7]([N:3]2[CH2:4][CH2:5][N:6]([CH3:29])[S:2]2(=[O:1])=[O:28])=[CH:12][CH:11]=1)[CH3:27]. The catalyst class is: 18. (6) Reactant: COC1C=CC(C[N:8](CC2C=CC(OC)=CC=2)[C:9]2[N:14]=[C:13]([CH3:15])[N:12]=[C:11]([C:16]3[CH:17]=[C:18]([CH:31]([OH:45])[C:32]4[CH:37]=[C:36]([Br:38])[CH:35]=[CH:34][C:33]=4[S:39]([N:42]([CH3:44])[CH3:43])(=[O:41])=[O:40])[CH:19]=[N:20][C:21]=3[NH:22][C:23]3[CH:24]=[N:25][C:26]([O:29][CH3:30])=[CH:27][CH:28]=3)[N:10]=2)=CC=1.C(O)(C(F)(F)F)=O.C([SiH](CC)CC)C. Product: [NH2:8][C:9]1[N:14]=[C:13]([CH3:15])[N:12]=[C:11]([C:16]2[CH:17]=[C:18]([CH:31]([OH:45])[C:32]3[CH:37]=[C:36]([Br:38])[CH:35]=[CH:34][C:33]=3[S:39]([N:42]([CH3:43])[CH3:44])(=[O:41])=[O:40])[CH:19]=[N:20][C:21]=2[NH:22][C:23]2[CH:24]=[N:25][C:26]([O:29][CH3:30])=[CH:27][CH:28]=2)[N:10]=1. The catalyst class is: 2. (7) Reactant: [F:1][C:2]1[CH:7]=[C:6]([N+:8]([O-])=O)[CH:5]=[C:4]([F:11])[C:3]=1[O:12][CH3:13].[H][H]. Product: [F:1][C:2]1[CH:7]=[C:6]([CH:5]=[C:4]([F:11])[C:3]=1[O:12][CH3:13])[NH2:8]. The catalyst class is: 153. (8) Reactant: [CH2:1]([O:8][C@@H:9]1[C@@H:16]([O:17][CH2:18][C:19]2[CH:24]=[CH:23][CH:22]=[CH:21][CH:20]=2)[C@H:15]([OH:25])[C@@H:14]([CH2:26][O:27][S:28]([C:31]2[CH:36]=[CH:35][C:34]([CH3:37])=[CH:33][CH:32]=2)(=[O:30])=[O:29])[O:13][C@@H:10]1[O:11][CH3:12])[C:2]1[CH:7]=[CH:6][CH:5]=[CH:4][CH:3]=1.C(N(CC)CC)C.[C:45](Cl)(=[O:52])[C:46]1[CH:51]=[CH:50][CH:49]=[CH:48][CH:47]=1.Cl. The catalyst class is: 172. Product: [C:45]([O:25][C@@H:15]1[C@@H:14]([CH2:26][O:27][S:28]([C:31]2[CH:36]=[CH:35][C:34]([CH3:37])=[CH:33][CH:32]=2)(=[O:30])=[O:29])[O:13][C@H:10]([O:11][CH3:12])[C@H:9]([O:8][CH2:1][C:2]2[CH:7]=[CH:6][CH:5]=[CH:4][CH:3]=2)[C@H:16]1[O:17][CH2:18][C:19]1[CH:24]=[CH:23][CH:22]=[CH:21][CH:20]=1)(=[O:52])[C:46]1[CH:51]=[CH:50][CH:49]=[CH:48][CH:47]=1. (9) Reactant: [N:1]1[CH:6]=[CH:5][CH:4]=[CH:3][C:2]=1[N:7]1[CH2:12][CH2:11][NH:10][CH2:9][CH2:8]1.[Cl:13][C:14]1[C:19]([Cl:20])=[CH:18][CH:17]=[CH:16][C:15]=1[NH:21][C:22](=[O:25])[CH2:23]Cl.C(=O)([O-])[O-].[Na+].[Na+]. Product: [Cl:13][C:14]1[C:19]([Cl:20])=[CH:18][CH:17]=[CH:16][C:15]=1[NH:21][C:22](=[O:25])[CH2:23][N:10]1[CH2:9][CH2:8][N:7]([C:2]2[CH:3]=[CH:4][CH:5]=[CH:6][N:1]=2)[CH2:12][CH2:11]1. The catalyst class is: 35.